This data is from Peptide-MHC class II binding affinity with 134,281 pairs from IEDB. The task is: Regression. Given a peptide amino acid sequence and an MHC pseudo amino acid sequence, predict their binding affinity value. This is MHC class II binding data. (1) The binding affinity (normalized) is 0.193. The MHC is HLA-DPA10201-DPB10101 with pseudo-sequence HLA-DPA10201-DPB10101. The peptide sequence is NFTVGRIIELFTAKG. (2) The peptide sequence is PPHAATIRVLALGNQ. The MHC is HLA-DQA10103-DQB10603 with pseudo-sequence HLA-DQA10103-DQB10603. The binding affinity (normalized) is 0.457. (3) The peptide sequence is IKSDKPLKGPFNFRF. The MHC is DRB1_0404 with pseudo-sequence DRB1_0404. The binding affinity (normalized) is 0.197. (4) The peptide sequence is EKKMFAATQFEPLAA. The MHC is DRB1_1602 with pseudo-sequence DRB1_1602. The binding affinity (normalized) is 0.348. (5) The MHC is H-2-IAu with pseudo-sequence H-2-IAu. The binding affinity (normalized) is 0.180. The peptide sequence is VMASQKRPSQR. (6) The peptide sequence is EKKYFAATQFEPLPA. The MHC is DRB1_0101 with pseudo-sequence DRB1_0101. The binding affinity (normalized) is 0.613. (7) The peptide sequence is ILSEGNSFTAPNESY. The MHC is HLA-DPA10201-DPB10501 with pseudo-sequence HLA-DPA10201-DPB10501. The binding affinity (normalized) is 0.0463.